This data is from Catalyst prediction with 721,799 reactions and 888 catalyst types from USPTO. The task is: Predict which catalyst facilitates the given reaction. (1) Reactant: [CH3:1][C:2]([CH3:22])([CH3:21])[CH2:3][N:4]([CH2:13][C:14]1[CH:19]=[CH:18][C:17](I)=[CH:16][CH:15]=1)[C:5]1[CH:10]=[CH:9][N:8]=[C:7]([C:11]#[N:12])[N:6]=1.[C:23]([Si:25]([CH3:28])([CH3:27])[CH3:26])#[CH:24].C(N(CC)CC)C.O. Product: [CH3:1][C:2]([CH3:22])([CH3:21])[CH2:3][N:4]([CH2:13][C:14]1[CH:19]=[CH:18][C:17]([C:24]#[C:23][Si:25]([CH3:28])([CH3:27])[CH3:26])=[CH:16][CH:15]=1)[C:5]1[CH:10]=[CH:9][N:8]=[C:7]([C:11]#[N:12])[N:6]=1. The catalyst class is: 654. (2) Reactant: [CH2:1]([N:8]1[C:17](=[O:18])[C:16]2[C:11](=[CH:12][C:13]([Cl:19])=[CH:14][CH:15]=2)[N:10]=[C:9]1[CH:20]([NH:24][CH2:25][CH:26]([F:46])[CH2:27][O:28][Si:29]([C:42]([CH3:45])([CH3:44])[CH3:43])([C:36]1[CH:41]=[CH:40][CH:39]=[CH:38][CH:37]=1)[C:30]1[CH:35]=[CH:34][CH:33]=[CH:32][CH:31]=1)[CH:21]([CH3:23])[CH3:22])[C:2]1[CH:7]=[CH:6][CH:5]=[CH:4][CH:3]=1.C(N(C(C)C)CC)(C)C.[CH3:56][C:57]1[CH:65]=[CH:64][C:60]([C:61](Cl)=[O:62])=[CH:59][CH:58]=1. Product: [CH2:1]([N:8]1[C:17](=[O:18])[C:16]2[C:11](=[CH:12][C:13]([Cl:19])=[CH:14][CH:15]=2)[N:10]=[C:9]1[CH:20]([N:24]([CH2:25][CH:26]([F:46])[CH2:27][O:28][Si:29]([C:42]([CH3:44])([CH3:43])[CH3:45])([C:30]1[CH:31]=[CH:32][CH:33]=[CH:34][CH:35]=1)[C:36]1[CH:37]=[CH:38][CH:39]=[CH:40][CH:41]=1)[C:61](=[O:62])[C:60]1[CH:64]=[CH:65][C:57]([CH3:56])=[CH:58][CH:59]=1)[CH:21]([CH3:22])[CH3:23])[C:2]1[CH:7]=[CH:6][CH:5]=[CH:4][CH:3]=1. The catalyst class is: 172. (3) Reactant: [CH2:1]([Mg:5]CC)[CH2:2][CH2:3][CH3:4].[CH3:8][Si:9]([CH3:16])([CH3:15])[NH:10][Si:11]([CH3:14])([CH3:13])[CH3:12]. Product: [CH3:8][Si:9]([N-:10][Si:11]([CH3:14])([CH3:13])[CH3:12])([CH3:16])[CH3:15].[CH2:1]([Mg+:5])[CH2:2][CH2:3][CH3:4]. The catalyst class is: 194. (4) Reactant: C[Si](C)(C)[C:3]1[S:4][C:5]([Sn](C)(C)C)=[CH:6][N:7]=1.Br[C:15]1[CH:20]=[CH:19][C:18]([Cl:21])=[CH:17][N:16]=1. Product: [Cl:21][C:18]1[CH:19]=[CH:20][C:15]([C:5]2[S:4][CH:3]=[N:7][CH:6]=2)=[N:16][CH:17]=1. The catalyst class is: 109.